Dataset: Full USPTO retrosynthesis dataset with 1.9M reactions from patents (1976-2016). Task: Predict the reactants needed to synthesize the given product. (1) The reactants are: C(OC(=O)[NH:7][CH2:8][CH:9]1[CH2:14][CH2:13][CH2:12][N:11]([CH2:15][CH:16]([OH:29])[C:17]2[CH:26]=[CH:25][CH:24]=[C:23]3[C:18]=2[N:19]=[C:20]([O:27][CH3:28])[CH:21]=[N:22]3)[CH2:10]1)(C)(C)C.C(O)(C(F)(F)F)=O. Given the product [NH2:7][CH2:8][CH:9]1[CH2:14][CH2:13][CH2:12][N:11]([CH2:15][CH:16]([C:17]2[CH:26]=[CH:25][CH:24]=[C:23]3[C:18]=2[N:19]=[C:20]([O:27][CH3:28])[CH:21]=[N:22]3)[OH:29])[CH2:10]1, predict the reactants needed to synthesize it. (2) Given the product [CH3:19][Si:18]([CH3:21])([CH3:20])[CH2:17][CH2:16][O:15][CH2:14][O:1][C:2]1[CH:3]=[CH:4][C:5]([C:11]#[N:12])=[C:6]2[C:10]=1[O:9][CH:8]=[CH:7]2, predict the reactants needed to synthesize it. The reactants are: [OH:1][C:2]1[CH:3]=[CH:4][C:5]([C:11]#[N:12])=[C:6]2[C:10]=1[O:9][CH:8]=[CH:7]2.Cl[CH2:14][O:15][CH2:16][CH2:17][Si:18]([CH3:21])([CH3:20])[CH3:19].C([O-])(O)=O.[Na+]. (3) Given the product [NH2:13][C:11]1[CH:10]=[CH:9][CH:8]=[C:7]2[C:12]=1[N:4]([CH2:3][O:2][CH3:1])[C:5]([C:16]([O:18][CH2:19][CH3:20])=[O:17])=[CH:6]2, predict the reactants needed to synthesize it. The reactants are: [CH3:1][O:2][CH2:3][N:4]1[C:12]2[C:7](=[CH:8][CH:9]=[CH:10][C:11]=2[N+:13]([O-])=O)[CH:6]=[C:5]1[C:16]([O:18][CH2:19][CH3:20])=[O:17].C(O)C. (4) Given the product [Cl:1][C:2]1[CH:3]=[CH:4][C:5]([CH:8]([O:29][C:35]2[CH:36]=[CH:37][C:32]([O:31][CH3:30])=[CH:33][CH:34]=2)[CH2:9][CH2:10][N:11]2[CH2:16][CH2:15][CH:14]([C:17]3[CH:18]=[C:19]([NH:23][C:24](=[O:28])[CH:25]([CH3:26])[CH3:27])[CH:20]=[CH:21][CH:22]=3)[CH2:13][CH2:12]2)=[CH:6][CH:7]=1, predict the reactants needed to synthesize it. The reactants are: [Cl:1][C:2]1[CH:7]=[CH:6][C:5]([CH:8]([OH:29])[CH2:9][CH2:10][N:11]2[CH2:16][CH2:15][CH:14]([C:17]3[CH:18]=[C:19]([NH:23][C:24](=[O:28])[CH:25]([CH3:27])[CH3:26])[CH:20]=[CH:21][CH:22]=3)[CH2:13][CH2:12]2)=[CH:4][CH:3]=1.[CH3:30][O:31][C:32]1[CH:37]=[CH:36][C:35](O)=[CH:34][CH:33]=1. (5) Given the product [CH3:19][O:20][C:21]1[CH:22]=[C:23]([C:2]2[CH:7]=[C:6]([CH2:8][CH2:9][CH3:10])[N:5]=[C:4]([C:11]#[N:12])[N:3]=2)[CH:24]=[CH:25][C:26]=1[O:27][CH3:28], predict the reactants needed to synthesize it. The reactants are: I[C:2]1[CH:7]=[C:6]([CH2:8][CH2:9][CH3:10])[N:5]=[C:4]([C:11]#[N:12])[N:3]=1.C(=O)([O-])[O-].[K+].[K+].[CH3:19][O:20][C:21]1[CH:22]=[C:23](B(O)O)[CH:24]=[CH:25][C:26]=1[O:27][CH3:28].O.